This data is from Catalyst prediction with 721,799 reactions and 888 catalyst types from USPTO. The task is: Predict which catalyst facilitates the given reaction. Reactant: Br[C:2]1[CH:7]=[N:6][CH:5]=[C:4]2[N:8]([CH3:11])[N:9]=[CH:10][C:3]=12.C[Si]([C:16]#[C:17][C:18]1[CH:19]=[C:20]([NH2:24])[CH:21]=[CH:22][CH:23]=1)(C)C.[F-].[CH2:26]([N+](CCCC)(CCCC)CCCC)CCC. Product: [CH3:26][C:23]1[CH:22]=[CH:21][C:20]([NH2:24])=[CH:19][C:18]=1[C:17]#[C:16][C:2]1[CH:7]=[N:6][CH:5]=[C:4]2[N:8]([CH3:11])[N:9]=[CH:10][C:3]=12. The catalyst class is: 540.